The task is: Predict the reaction yield, written as a fraction of the theoretical maximum amount of product (1.0 means a 100% yield; for example, 0.34 means a 34% yield).. This data is from Reaction yield outcomes from USPTO patents with 853,638 reactions. (1) The reactants are [CH2:1]1[C@@H:5]2[CH2:6][NH:7][CH2:8][C@@H:4]2[CH2:3][N:2]1[C:9]([O:11][C:12]([CH3:15])([CH3:14])[CH3:13])=[O:10].I[C:17]1[CH:18]=[CH:19][CH:20]=[C:21]2[C:26]=1[N:25]=[CH:24][C:23]([S:27]([C:30]1[CH:35]=[CH:34][CH:33]=[C:32]([C:36]([F:39])([F:38])[F:37])[CH:31]=1)(=[O:29])=[O:28])=[CH:22]2. No catalyst specified. The product is [F:39][C:36]([F:37])([F:38])[C:32]1[CH:31]=[C:30]([S:27]([C:23]2[CH:24]=[N:25][C:26]3[C:21]([CH:22]=2)=[CH:20][CH:19]=[CH:18][C:17]=3[N:7]2[CH2:6][C@@H:5]3[CH2:1][N:2]([C:9]([O:11][C:12]([CH3:15])([CH3:14])[CH3:13])=[O:10])[CH2:3][C@@H:4]3[CH2:8]2)(=[O:29])=[O:28])[CH:35]=[CH:34][CH:33]=1. The yield is 0.600. (2) The reactants are CS(O[CH2:6][CH2:7][C:8]12[CH2:20][C:19]3[CH:18]=[C:17]([O:21][CH3:22])[CH:16]=[CH:15][C:14]=3[C:13]1=[C:12]([CH3:23])[C:11](=[O:24])[CH2:10][CH2:9]2)(=O)=O.[I-:25].[Na+]. The catalyst is CC(C)=O. The product is [I:25][CH2:6][CH2:7][C:8]12[CH2:9][CH2:10][C:11](=[O:24])[C:12]([CH3:23])=[C:13]1[C:14]1[C:19](=[CH:18][C:17]([O:21][CH3:22])=[CH:16][CH:15]=1)[CH2:20]2. The yield is 0.640. (3) The reactants are [Br:1][C:2]1[CH:3]=[C:4]2[C:10]3([CH2:14][CH2:13][NH:12][CH2:11]3)[CH2:9][N:8]([C:15]([NH:17][C:18]3[S:19][C:20]([Cl:23])=[CH:21][N:22]=3)=[O:16])[C:5]2=[CH:6][CH:7]=1.[C:24](=O)([O-])[O-].[K+].[K+].CI. The catalyst is CN(C=O)C.O. The product is [Br:1][C:2]1[CH:3]=[C:4]2[C:10]3([CH2:14][CH2:13][N:12]([CH3:24])[CH2:11]3)[CH2:9][N:8]([C:15]([NH:17][C:18]3[S:19][C:20]([Cl:23])=[CH:21][N:22]=3)=[O:16])[C:5]2=[CH:6][CH:7]=1. The yield is 0.350. (4) The reactants are [NH2:1][C:2]1[C:3]([C:7]([NH:9][C:10]2[CH:15]=[CH:14][C:13]([F:16])=[C:12]([Br:17])[CH:11]=2)=O)=[N:4][S:5][N:6]=1.COC1C=CC(P2(=S)SP(C3C=CC(OC)=CC=3)(=S)[S:27]2)=CC=1. The catalyst is C1(C)C=CC=CC=1.C(OCC)(=O)C. The product is [NH2:1][C:2]1[C:3]([C:7](=[S:27])[NH:9][C:10]2[CH:15]=[CH:14][C:13]([F:16])=[C:12]([Br:17])[CH:11]=2)=[N:4][S:5][N:6]=1. The yield is 0.550. (5) The reactants are C=O.[CH3:3][NH:4][CH2:5][CH2:6][OH:7].[C:8](O)(=O)C.[OH:12][CH:13]1[CH2:18][CH2:17][CH:16]([NH:19][C:20]2[CH:28]=[C:27]([C:29]3[C:38]4[C:33](=[C:34]([C:39]5[CH:40]=[N:41][C:42]6[C:47]([CH:48]=5)=[CH:46][CH:45]=[CH:44][CH:43]=6)[CH:35]=[CH:36][CH:37]=4)[CH:32]=[CH:31][N:30]=3)[CH:26]=[CH:25][C:21]=2[C:22]([NH2:24])=[O:23])[CH2:15][CH2:14]1. The yield is 0.560. The catalyst is C(O)C.C(Cl)Cl. The product is [OH:12][CH:13]1[CH2:18][CH2:17][CH:16]([NH:19][C:20]2[CH:28]=[C:27]([C:29]3[C:38]4[C:33](=[C:34]([C:39]5[CH:40]=[N:41][C:42]6[C:47]([CH:48]=5)=[CH:46][CH:45]=[CH:44][CH:43]=6)[CH:35]=[CH:36][CH:37]=4)[CH:32]=[CH:31][N:30]=3)[CH:26]=[CH:25][C:21]=2[C:22]([NH:24][CH2:3][N:4]([CH2:5][CH2:6][OH:7])[CH3:8])=[O:23])[CH2:15][CH2:14]1. (6) The reactants are [CH3:1][O:2][C:3](=[O:39])[C:4]1[CH:9]=[CH:8][C:7]([CH2:10][N:11]2[CH:15]=[C:14]([C:16]3[CH:21]=[CH:20][C:19]([Cl:22])=[CH:18][C:17]=3[Cl:23])[N:13]=[C:12]2/[CH:24]=[CH:25]/[C:26]2[CH:31]=[CH:30][C:29]([C:32]3[CH:37]=[CH:36][C:35]([NH2:38])=[CH:34][CH:33]=3)=[CH:28][CH:27]=2)=[CH:6][CH:5]=1.[F:40][C:41]([F:48])([F:47])[CH2:42][S:43](Cl)(=[O:45])=[O:44]. No catalyst specified. The product is [CH3:1][O:2][C:3](=[O:39])[C:4]1[CH:9]=[CH:8][C:7]([CH2:10][N:11]2[CH:15]=[C:14]([C:16]3[CH:21]=[CH:20][C:19]([Cl:22])=[CH:18][C:17]=3[Cl:23])[N:13]=[C:12]2/[CH:24]=[CH:25]/[C:26]2[CH:31]=[CH:30][C:29]([C:32]3[CH:33]=[CH:34][C:35]([NH:38][S:43]([CH2:42][C:41]([F:48])([F:47])[F:40])(=[O:45])=[O:44])=[CH:36][CH:37]=3)=[CH:28][CH:27]=2)=[CH:6][CH:5]=1. The yield is 0.780.